From a dataset of Catalyst prediction with 721,799 reactions and 888 catalyst types from USPTO. Predict which catalyst facilitates the given reaction. (1) Reactant: Cl[C:2]1[N:10]=[C:9]2[C:5]([NH:6][CH:7]=[N:8]2)=[C:4]([NH2:11])[N:3]=1.[CH2:12]([NH2:19])[C:13]1[CH:18]=[CH:17][CH:16]=[CH:15][CH:14]=1.C(O)CCC. Product: [CH2:12]([NH:19][C:2]1[N:10]=[C:9]2[C:5]([N:6]=[CH:7][NH:8]2)=[C:4]([NH2:11])[N:3]=1)[C:13]1[CH:18]=[CH:17][CH:16]=[CH:15][CH:14]=1. The catalyst class is: 16. (2) Reactant: [CH2:1]([Mg]Br)[CH2:2][CH3:3].[Cl:6][C:7]1[CH:8]=[CH:9][C:10]([CH:28]=[O:29])=[C:11]2[C:15]=1[N:14]=[C:13]1[N:16]([C:20]3[CH:25]=[CH:24][C:23]([Cl:26])=[CH:22][C:21]=3[Cl:27])[CH2:17][CH2:18][CH2:19][N:12]21. Product: [Cl:6][C:7]1[C:15]2[N:14]=[C:13]3[N:16]([C:20]4[CH:25]=[CH:24][C:23]([Cl:26])=[CH:22][C:21]=4[Cl:27])[CH2:17][CH2:18][CH2:19][N:12]3[C:11]=2[C:10]([CH:28]([OH:29])[CH2:1][CH2:2][CH3:3])=[CH:9][CH:8]=1. The catalyst class is: 7. (3) Reactant: [S:1]1[CH:5]=[CH:4][N:3]=[CH:2]1.[Si:6]([O:13][CH2:14][C:15](=[O:17])[CH3:16])([C:9]([CH3:12])([CH3:11])[CH3:10])([CH3:8])[CH3:7]. Product: [Si:6]([O:13][CH2:14][C:15]([C:2]1[S:1][CH:5]=[CH:4][N:3]=1)([OH:17])[CH3:16])([C:9]([CH3:12])([CH3:11])[CH3:10])([CH3:8])[CH3:7]. The catalyst class is: 1. (4) The catalyst class is: 81. Product: [C:28]1([CH3:35])[CH:29]=[C:30]([CH3:34])[CH:31]=[C:32]([CH3:33])[C:27]=1[B:26]([C:36]1[C:37]([CH3:44])=[CH:38][C:39]([CH3:43])=[CH:40][C:41]=1[CH3:42])[C-:14]1[CH:18]=[CH:17][CH:16]=[CH:15]1.[C-:19]1([B:26]([C:36]2[C:37]([CH3:44])=[CH:38][C:39]([CH3:43])=[CH:40][C:41]=2[CH3:42])[C:27]2[C:32]([CH3:33])=[CH:31][C:30]([CH3:34])=[CH:29][C:28]=2[CH3:35])[CH:23]=[CH:22][CH:21]=[CH:20]1.[Fe+2:24]. Reactant: C([Li])CCC.CN(C)CCN(C)C.[CH-:14]1[CH:18]=[CH:17][CH:16]=[CH:15]1.[CH-:19]1[CH:23]=[CH:22][CH:21]=[CH:20]1.[Fe+2:24].F[B:26]([C:36]1[C:41]([CH3:42])=[CH:40][C:39]([CH3:43])=[CH:38][C:37]=1[CH3:44])[C:27]1[C:32]([CH3:33])=[CH:31][C:30]([CH3:34])=[CH:29][C:28]=1[CH3:35].